Predict the reactants needed to synthesize the given product. From a dataset of Full USPTO retrosynthesis dataset with 1.9M reactions from patents (1976-2016). Given the product [CH3:29][C:18]1[N:17]([CH3:16])[C:21]([C:22]2[CH:23]=[C:24]([NH:25][C:13]([C:11]3[S:12][C:8]([C:5]4[CH:4]=[CH:3][C:2]([F:1])=[CH:7][CH:6]=4)=[CH:9][CH:10]=3)=[O:15])[CH:26]=[CH:27][CH:28]=2)=[CH:20][N:19]=1, predict the reactants needed to synthesize it. The reactants are: [F:1][C:2]1[CH:7]=[CH:6][C:5]([C:8]2[S:12][C:11]([C:13]([OH:15])=O)=[CH:10][CH:9]=2)=[CH:4][CH:3]=1.[CH3:16][N:17]1[C:21]([C:22]2[CH:23]=[C:24]([CH:26]=[CH:27][CH:28]=2)[NH2:25])=[CH:20][N:19]=[C:18]1[CH3:29].Cl.C(N=C=NCCCN(C)C)C.